From a dataset of Reaction yield outcomes from USPTO patents with 853,638 reactions. Predict the reaction yield, written as a fraction of the theoretical maximum amount of product (1.0 means a 100% yield; for example, 0.34 means a 34% yield). (1) The reactants are C([Si](C)(C)[O:6][CH2:7][C@@H:8]1[C@@H:13]([O:14][CH2:15][C:16]2[CH:21]=[CH:20][CH:19]=[CH:18][CH:17]=2)[C@H:12]([O:22][CH2:23][C:24]2[CH:29]=[CH:28][CH:27]=[CH:26][CH:25]=2)[C@@H:11]([O:30][CH2:31][C:32]2[CH:37]=[CH:36][CH:35]=[CH:34][CH:33]=2)[C@@:10]([C:40]2[CH:45]=[CH:44][C:43]([Cl:46])=[C:42]([CH2:47][C:48]3[CH:53]=[CH:52][C:51]([O:54][C:55]([F:58])([F:57])[F:56])=[CH:50][CH:49]=3)[CH:41]=2)([O:38][CH3:39])[O:9]1)(C)(C)C.[F-].C([N+](CCCC)(CCCC)CCCC)CCC. The catalyst is O1CCCC1. The product is [CH2:15]([O:14][C@H:13]1[C@H:12]([O:22][CH2:23][C:24]2[CH:29]=[CH:28][CH:27]=[CH:26][CH:25]=2)[C@@H:11]([O:30][CH2:31][C:32]2[CH:37]=[CH:36][CH:35]=[CH:34][CH:33]=2)[C@@:10]([C:40]2[CH:45]=[CH:44][C:43]([Cl:46])=[C:42]([CH2:47][C:48]3[CH:49]=[CH:50][C:51]([O:54][C:55]([F:57])([F:58])[F:56])=[CH:52][CH:53]=3)[CH:41]=2)([O:38][CH3:39])[O:9][C@@H:8]1[CH2:7][OH:6])[C:16]1[CH:17]=[CH:18][CH:19]=[CH:20][CH:21]=1. The yield is 0.353. (2) The reactants are I[C:2]1[N:14]([S:15]([C:18]2[CH:24]=[CH:23][C:21]([CH3:22])=[CH:20][CH:19]=2)(=[O:17])=[O:16])[C:5]2=[N:6][CH:7]=[C:8]3[CH:12]=[N:11][N:10]([CH3:13])[C:9]3=[C:4]2[CH:3]=1.[CH3:25][O:26][C:27]1[CH:28]=[C:29]2[C:33](=[CH:34][CH:35]=1)[N:32]([C:36]([O:38][C:39]([CH3:42])([CH3:41])[CH3:40])=[O:37])[CH:31]=[C:30]2B1OC(C)(C)C(C)(C)O1.C([O-])([O-])=O.[Cs+].[Cs+].O. The catalyst is C(Cl)Cl.Cl[Pd](Cl)([P](C1C=CC=CC=1)(C1C=CC=CC=1)C1C=CC=CC=1)[P](C1C=CC=CC=1)(C1C=CC=CC=1)C1C=CC=CC=1.O1CCOCC1. The product is [CH3:25][O:26][C:27]1[CH:28]=[C:29]2[C:33](=[CH:34][CH:35]=1)[N:32]([C:36]([O:38][C:39]([CH3:42])([CH3:41])[CH3:40])=[O:37])[CH:31]=[C:30]2[C:2]1[N:14]([S:15]([C:18]2[CH:19]=[CH:20][C:21]([CH3:22])=[CH:23][CH:24]=2)(=[O:17])=[O:16])[C:5]2=[N:6][CH:7]=[C:8]3[CH:12]=[N:11][N:10]([CH3:13])[C:9]3=[C:4]2[CH:3]=1. The yield is 1.00. (3) The reactants are [CH3:1][N:2]1[C:7]2[CH:8]=[C:9]([C:11]([OH:13])=O)[S:10][C:6]=2[C:5](=[O:14])[NH:4][C:3]1=[O:15].[CH2:16]([NH2:23])[C:17]1[CH:22]=[CH:21][CH:20]=[CH:19][CH:18]=1.C(N(C(C)C)CC)(C)C.CN(C(ON1N=NC2C=CC=NC1=2)=[N+](C)C)C.F[P-](F)(F)(F)(F)F. The catalyst is CN(C=O)C.C(O)C. The product is [CH2:16]([NH:23][C:11]([C:9]1[S:10][C:6]2[C:5](=[O:14])[NH:4][C:3](=[O:15])[N:2]([CH3:1])[C:7]=2[CH:8]=1)=[O:13])[C:17]1[CH:22]=[CH:21][CH:20]=[CH:19][CH:18]=1. The yield is 0.700. (4) The reactants are [CH3:1][O:2][C:3]1[CH:4]=[C:5]([NH:15][C:16]2[S:17][C:18]([CH:21]=[O:22])=[CH:19][N:20]=2)[CH:6]=[CH:7][C:8]=1[N:9]1[CH:13]=[C:12]([CH3:14])[N:11]=[CH:10]1.[C:23]([O:27][C:28](O[C:28]([O:27][C:23]([CH3:26])([CH3:25])[CH3:24])=[O:29])=[O:29])([CH3:26])([CH3:25])[CH3:24]. The catalyst is C(Cl)Cl.CN(C)C1C=CN=CC=1. The product is [C:23]([O:27][C:28](=[O:29])[N:15]([C:16]1[S:17][C:18]([CH:21]=[O:22])=[CH:19][N:20]=1)[C:5]1[CH:6]=[CH:7][C:8]([N:9]2[CH:13]=[C:12]([CH3:14])[N:11]=[CH:10]2)=[C:3]([O:2][CH3:1])[CH:4]=1)([CH3:26])([CH3:25])[CH3:24]. The yield is 0.490. (5) The reactants are Cl[C:2]1[CH:7]=[C:6]([O:8][C:9]2[CH:15]=[CH:14][C:12]([NH2:13])=[CH:11][C:10]=2[F:16])[CH:5]=[CH:4][N:3]=1.CC1(C)C(C)(C)OB([C:25]2[CH:26]=[N:27][NH:28][CH:29]=2)O1.C(=O)([O-])[O-].[Na+].[Na+]. The catalyst is C1C=CC([P]([Pd]([P](C2C=CC=CC=2)(C2C=CC=CC=2)C2C=CC=CC=2)([P](C2C=CC=CC=2)(C2C=CC=CC=2)C2C=CC=CC=2)[P](C2C=CC=CC=2)(C2C=CC=CC=2)C2C=CC=CC=2)(C2C=CC=CC=2)C2C=CC=CC=2)=CC=1.C1(C)C=CC=CC=1.C(O)C.O. The product is [NH:27]1[CH:26]=[C:25]([C:2]2[CH:7]=[C:6]([O:8][C:9]3[CH:15]=[CH:14][C:12]([NH2:13])=[CH:11][C:10]=3[F:16])[CH:5]=[CH:4][N:3]=2)[CH:29]=[N:28]1. The yield is 0.780.